Dataset: Forward reaction prediction with 1.9M reactions from USPTO patents (1976-2016). Task: Predict the product of the given reaction. The product is: [Cl:4][C:5]1[S:31][C:8]2[NH:9][C:10]([C:12]([NH:14][CH:15]3[CH2:24][C:23]4[C:18](=[CH:19][CH:20]=[CH:21][CH:22]=4)[N:17]([CH2:25][C:26]([NH:2][NH2:3])=[O:28])[C:16]3=[O:30])=[O:13])=[CH:11][C:7]=2[CH:6]=1. Given the reactants O.[NH2:2][NH2:3].[Cl:4][C:5]1[S:31][C:8]2[NH:9][C:10]([C:12]([NH:14][CH:15]3[CH2:24][C:23]4[C:18](=[CH:19][CH:20]=[CH:21][CH:22]=4)[N:17]([CH2:25][C:26]([O:28]C)=O)[C:16]3=[O:30])=[O:13])=[CH:11][C:7]=2[CH:6]=1, predict the reaction product.